The task is: Predict the reactants needed to synthesize the given product.. This data is from Full USPTO retrosynthesis dataset with 1.9M reactions from patents (1976-2016). (1) Given the product [Br:7][C:8]1[CH:9]=[C:10]2[C:14](=[CH:15][CH:16]=1)[N:13]([CH2:9][CH:10]([CH3:14])[CH3:11])[N:12]=[CH:11]2, predict the reactants needed to synthesize it. The reactants are: C([O-])([O-])=O.[K+].[K+].[Br:7][C:8]1[CH:9]=[C:10]2[C:14](=[CH:15][CH:16]=1)[NH:13][N:12]=[CH:11]2. (2) Given the product [Cl:1][C:2]1[CH:3]=[C:4]([C:9]2([C:24]([F:25])([F:27])[F:26])[S:13][N:12]=[C:11]([C:14]3[CH:22]=[CH:21][C:17]([C:18]([NH:20]/[CH:28]=[N:39]/[O:38][CH3:37])=[O:19])=[C:16]([CH3:23])[CH:15]=3)[CH2:10]2)[CH:5]=[C:6]([Cl:8])[CH:7]=1, predict the reactants needed to synthesize it. The reactants are: [Cl:1][C:2]1[CH:3]=[C:4]([C:9]2([C:24]([F:27])([F:26])[F:25])[S:13][N:12]=[C:11]([C:14]3[CH:22]=[CH:21][C:17]([C:18]([NH2:20])=[O:19])=[C:16]([CH3:23])[CH:15]=3)[CH2:10]2)[CH:5]=[C:6]([Cl:8])[CH:7]=1.[CH3:28]OC(OC)N(C)C.Cl.[CH3:37][O:38][NH2:39].[OH-].[Na+]. (3) The reactants are: C1(P(C2C=CC=CC=2)C2C=CC=CC=2)C=CC=CC=1.CC(OC(/N=N/C(OC(C)C)=O)=O)C.[OH:34][CH2:35][C@@H:36]1[CH2:40][CH2:39][CH2:38][N:37]1[C:41]([O:43][C:44]([CH3:47])([CH3:46])[CH3:45])=[O:42].[S:48]1[CH:52]=[CH:51][C:50]2[CH:53]=[C:54](O)[CH:55]=[CH:56][C:49]1=2.C(N(CC)CC)C. Given the product [S:48]1[CH:52]=[CH:51][C:50]2[CH:53]=[C:54]([O:34][CH2:35][C@@H:36]3[CH2:40][CH2:39][CH2:38][N:37]3[C:41]([O:43][C:44]([CH3:47])([CH3:46])[CH3:45])=[O:42])[CH:55]=[CH:56][C:49]1=2, predict the reactants needed to synthesize it. (4) Given the product [CH2:16]([O:15][C:10](=[O:14])[C@H:11]([CH3:13])[NH:5][C:4]1[CH:6]=[CH:7][C:8]([Cl:9])=[C:2]([Cl:1])[CH:3]=1)[CH:17]([CH3:19])[CH3:18], predict the reactants needed to synthesize it. The reactants are: [Cl:1][C:2]1[CH:3]=[C:4]([CH:6]=[CH:7][C:8]=1[Cl:9])[NH2:5].[C:10]([O:15][CH2:16][CH:17]([CH3:19])[CH3:18])(=[O:14])[C:11]([CH3:13])=O. (5) Given the product [CH3:1][O:2][C:3](=[O:21])[C:4]1[CH:5]=[C:6]([OH:17])[C:7]([CH2:14][CH:15]=[CH2:16])=[C:8]([OH:10])[CH:9]=1, predict the reactants needed to synthesize it. The reactants are: [CH3:1][O:2][C:3](=[O:21])[C:4]1[CH:9]=[C:8]([O:10]COC)[C:7]([CH2:14][CH:15]=[CH2:16])=[C:6]([O:17]COC)[CH:5]=1.Cl. (6) Given the product [Cl:1][C:2]1[N:7]=[C:6]([O:8][C:9]2[CH:14]=[CH:13][C:12]([NH2:15])=[CH:11][C:10]=2[F:18])[CH:5]=[CH:4][N:3]=1, predict the reactants needed to synthesize it. The reactants are: [Cl:1][C:2]1[N:7]=[C:6]([O:8][C:9]2[CH:14]=[CH:13][C:12]([N+:15]([O-])=O)=[CH:11][C:10]=2[F:18])[CH:5]=[CH:4][N:3]=1.[Cl-].[NH4+].[In].